Predict the reactants needed to synthesize the given product. From a dataset of Full USPTO retrosynthesis dataset with 1.9M reactions from patents (1976-2016). (1) Given the product [CH2:24]([NH:23][C:5]1[CH:4]=[CH:3][C:2]([N:1]2[C:37](=[O:38])[C:31]3[C:30](=[CH:29][CH:28]=[C:33]([C:34]([OH:36])=[O:35])[CH:32]=3)[C:40]2=[O:39])=[CH:7][C:6]=1[C:8]1[O:9][C:10]2[CH:16]=[CH:15][C:14]([C:17]3[CH:22]=[CH:21][CH:20]=[CH:19][CH:18]=3)=[CH:13][C:11]=2[N:12]=1)[CH2:25][CH2:26][CH3:27], predict the reactants needed to synthesize it. The reactants are: [NH2:1][C:2]1[CH:3]=[CH:4][C:5]([NH:23][CH2:24][CH2:25][CH2:26][CH3:27])=[C:6]([C:8]2[O:9][C:10]3[CH:16]=[CH:15][C:14]([C:17]4[CH:22]=[CH:21][CH:20]=[CH:19][CH:18]=4)=[CH:13][C:11]=3[N:12]=2)[CH:7]=1.[CH:28]1[C:33]([C:34]([OH:36])=[O:35])=[CH:32][C:31]2[C:37]([O:39][C:40](=O)[C:30]=2[CH:29]=1)=[O:38]. (2) Given the product [F:17][C:4]1[CH:3]=[C:2]([CH3:18])[C:10]2[N:9]3[CH2:11][CH2:12][CH2:13][NH:14][C:15](=[O:16])[C:8]3=[CH:7][C:6]=2[CH:5]=1, predict the reactants needed to synthesize it. The reactants are: Br[C:2]1[C:10]2[N:9]3[CH2:11][CH2:12][CH2:13][NH:14][C:15](=[O:16])[C:8]3=[CH:7][C:6]=2[CH:5]=[C:4]([F:17])[CH:3]=1.[C:18](=O)([O-])[O-].[K+].[K+].CB1OB(C)OB(C)O1.O.